Dataset: Forward reaction prediction with 1.9M reactions from USPTO patents (1976-2016). Task: Predict the product of the given reaction. (1) Given the reactants [Cl:1][C:2]1[CH:12]=[CH:11][C:5]2[CH2:6][CH2:7][NH:8][CH2:9][CH2:10][C:4]=2[C:3]=1[C:13]([O:15]CC)=O.[H-].[Al+3].[Li+].[H-].[H-].[H-].C1COCC1.C(N(CC)CC)C.[C:36](O[C:36]([O:38][C:39]([CH3:42])([CH3:41])[CH3:40])=[O:37])([O:38][C:39]([CH3:42])([CH3:41])[CH3:40])=[O:37].CNCCNC, predict the reaction product. The product is: [C:39]([O:38][C:36]([N:8]1[CH2:9][CH2:10][C:4]2[C:3]([CH2:13][OH:15])=[C:2]([Cl:1])[CH:12]=[CH:11][C:5]=2[CH2:6][CH2:7]1)=[O:37])([CH3:42])([CH3:41])[CH3:40]. (2) Given the reactants [C:1]([C:3]1[CH:4]=[C:5]([C:10]2[CH:11]=[C:12]([CH:17]=[CH:18][N:19]=2)[C:13]([O:15][CH3:16])=[O:14])[CH:6]=[CH:7][C:8]=1F)#[N:2].[NH:20]1[CH:24]=[CH:23][CH:22]=[N:21]1.CC(C)([O-])C.[K+], predict the reaction product. The product is: [C:1]([C:3]1[CH:4]=[C:5]([C:10]2[CH:11]=[C:12]([CH:17]=[CH:18][N:19]=2)[C:13]([O:15][CH3:16])=[O:14])[CH:6]=[CH:7][C:8]=1[N:20]1[CH:24]=[CH:23][CH:22]=[N:21]1)#[N:2]. (3) Given the reactants CC1(C)CC(C[N:10]=C=O)(C)CC(N=C=O)C1.[C:17]([O:21][CH2:22][CH2:23]CCO)(=[O:20])[CH:18]=[CH2:19], predict the reaction product. The product is: [C:17]([OH:21])(=[O:20])[CH:18]=[CH2:19].[NH2:10][C:17]([O:21][CH2:22][CH3:23])=[O:20]. (4) The product is: [C:9]([CH:11]([C:17]1([CH3:2])[CH2:18][CH2:19][N:20]([C:23]([O:25][C:26]([CH3:28])([CH3:27])[CH3:29])=[O:24])[CH2:21][CH2:22]1)[C:12]([O:14][CH2:15][CH3:16])=[O:13])#[N:10]. Given the reactants [Cu](C#N)[C:2]#N.C[Mg]I.[C:9]([C:11](=[C:17]1[CH2:22][CH2:21][N:20]([C:23]([O:25][C:26]([CH3:29])([CH3:28])[CH3:27])=[O:24])[CH2:19][CH2:18]1)[C:12]([O:14][CH2:15][CH3:16])=[O:13])#[N:10], predict the reaction product. (5) Given the reactants O[CH2:2][N:3]1[CH2:6][C:5]([CH3:8])([CH3:7])[C:4]1=[O:9].S(Cl)(Cl)=O.[N:14]1[CH:19]=[CH:18][CH:17]=[C:16]([C:20]2[NH:21][C:22]3[C:27]([CH:28]=2)=[CH:26][C:25]([C:29]#[N:30])=[CH:24][CH:23]=3)[CH:15]=1.[H-].[Na+].[Cl-], predict the reaction product. The product is: [CH3:7][C:5]1([CH3:8])[CH2:6][N:3]([CH2:2][N:21]2[C:22]3[C:27](=[CH:26][C:25]([C:29]#[N:30])=[CH:24][CH:23]=3)[CH:28]=[C:20]2[C:16]2[CH:15]=[N:14][CH:19]=[CH:18][CH:17]=2)[C:4]1=[O:9].